Dataset: Reaction yield outcomes from USPTO patents with 853,638 reactions. Task: Predict the reaction yield, written as a fraction of the theoretical maximum amount of product (1.0 means a 100% yield; for example, 0.34 means a 34% yield). (1) The product is [NH:1]1[CH2:6][CH2:5][CH2:4][CH:3]([S:7]([N:10]2[CH2:11][CH2:12][O:13][CH2:14][CH2:15]2)(=[O:8])=[O:9])[CH2:2]1. The reactants are [N:1]1[CH:6]=[CH:5][CH:4]=[C:3]([S:7]([N:10]2[CH2:15][CH2:14][O:13][CH2:12][CH2:11]2)(=[O:9])=[O:8])[CH:2]=1. The yield is 0.220. The catalyst is C(O)C.O.[Pt](=O)=O. (2) The reactants are Br[C:2]1[C:3]([CH3:22])=[C:4]([CH:18]=[C:19]([Cl:21])[CH:20]=1)[C:5]([NH:7][CH2:8][C:9]1[C:10](=[O:17])[NH:11][C:12]([CH3:16])=[CH:13][C:14]=1[CH3:15])=[O:6].[SH:23][CH:24]1[CH2:29][CH2:28][C:27](=[O:30])[CH2:26][CH2:25]1.CCN(C(C)C)C(C)C. The catalyst is O1CCOCC1.CC([O-])=O.CC([O-])=O.[Pd+2].CC1(C)C2C(=C(P(C3C=CC=CC=3)C3C=CC=CC=3)C=CC=2)OC2C(P(C3C=CC=CC=3)C3C=CC=CC=3)=CC=CC1=2. The product is [Cl:21][C:19]1[CH:20]=[C:2]([S:23][CH:24]2[CH2:29][CH2:28][C:27](=[O:30])[CH2:26][CH2:25]2)[C:3]([CH3:22])=[C:4]([CH:18]=1)[C:5]([NH:7][CH2:8][C:9]1[C:10](=[O:17])[NH:11][C:12]([CH3:16])=[CH:13][C:14]=1[CH3:15])=[O:6]. The yield is 0.880. (3) The reactants are ClC1C=CN=C(/C=N/[S@](C(C)(C)C)=O)C=1F.C([Mg]Br)C=C.[Cl:22][C:23]1[CH:28]=[CH:27][N:26]=[C:25]([C@@H:29]([NH:33][S@:34]([C:36]([CH3:39])([CH3:38])[CH3:37])=[O:35])[CH2:30][CH:31]=[CH2:32])[C:24]=1[F:40]. The catalyst is C1COCC1.C(O)(C)C.CCCCCCC. The product is [Cl:22][C:23]1[CH:28]=[CH:27][N:26]=[C:25]([C@H:29]([NH:33][S@:34]([C:36]([CH3:39])([CH3:38])[CH3:37])=[O:35])[CH2:30][CH:31]=[CH2:32])[C:24]=1[F:40]. The yield is 0.0700. (4) The reactants are O=P(Cl)(Cl)Cl.[Br:6][C:7]1[CH:8]=[C:9]([C:19]([O:21][CH3:22])=[O:20])[C:10]2[CH:11]=[CH:12][N:13]([CH:16]([CH3:18])[CH3:17])[C:14]=2[CH:15]=1.[OH-].[Na+].CN([CH:28]=[O:29])C. The catalyst is O. The product is [Br:6][C:7]1[CH:8]=[C:9]([C:19]([O:21][CH3:22])=[O:20])[C:10]2[C:11]([CH:28]=[O:29])=[CH:12][N:13]([CH:16]([CH3:18])[CH3:17])[C:14]=2[CH:15]=1. The yield is 0.913. (5) The reactants are [Cl:1][C:2]1[CH:7]=[CH:6][C:5]([N+:8]([O-:10])=[O:9])=[CH:4][C:3]=1[C:11]([C:13]1[NH:14][CH:15]=[CH:16][CH:17]=1)=[O:12].C1C(=O)N([Br:25])C(=O)C1. The catalyst is C1COCC1. The product is [Br:25][C:16]1[CH:17]=[C:13]([C:11]([C:3]2[CH:4]=[C:5]([N+:8]([O-:10])=[O:9])[CH:6]=[CH:7][C:2]=2[Cl:1])=[O:12])[NH:14][CH:15]=1. The yield is 0.390.